From a dataset of Forward reaction prediction with 1.9M reactions from USPTO patents (1976-2016). Predict the product of the given reaction. (1) Given the reactants [CH:1]1([NH:7][C:8]([C:10]2[S:14][C:13]([C:15]3[CH:20]=[C:19]([NH:21][C:22]([NH:24][CH2:25][CH3:26])=[O:23])[N:18]=[CH:17][C:16]=3[C:27]3[CH:28]=[N:29][CH:30]=[C:31]([C:33](O)=[O:34])[CH:32]=3)=[N:12][C:11]=2[C:36]([F:39])([F:38])[F:37])=[O:9])[CH2:6][CH2:5][CH2:4][CH2:3][CH2:2]1.P(Cl)(Cl)(Cl)=O.[C:45]([NH:48][NH2:49])(=O)[CH3:46], predict the reaction product. The product is: [CH:1]1([NH:7][C:8]([C:10]2[S:14][C:13]([C:15]3[CH:20]=[C:19]([NH:21][C:22]([NH:24][CH2:25][CH3:26])=[O:23])[N:18]=[CH:17][C:16]=3[C:27]3[CH:28]=[N:29][CH:30]=[C:31]([C:33]4[O:34][C:45]([CH3:46])=[N:48][N:49]=4)[CH:32]=3)=[N:12][C:11]=2[C:36]([F:38])([F:37])[F:39])=[O:9])[CH2:6][CH2:5][CH2:4][CH2:3][CH2:2]1. (2) Given the reactants [CH2:1]([N:8]1[CH2:12][CH:11]([NH:13][CH2:14][C:15]2[CH:20]=[C:19]([C:21]([F:24])([F:23])[F:22])[CH:18]=[C:17]([C:25]([F:28])([F:27])[F:26])[CH:16]=2)[CH2:10][CH:9]1[C:29]([OH:31])=O)[C:2]1[CH:7]=[CH:6][CH:5]=[CH:4][CH:3]=1.[C:32]1([C:38]([N:40]2[CH2:45][CH2:44][NH:43][CH2:42][CH2:41]2)=[O:39])[CH:37]=[CH:36][CH:35]=[CH:34][CH:33]=1, predict the reaction product. The product is: [C:38]([N:40]1[CH2:45][CH2:44][N:43]([C:29]([C@@H:9]2[CH2:10][C@H:11]([NH:13][CH2:14][C:15]3[CH:16]=[C:17]([C:25]([F:26])([F:27])[F:28])[CH:18]=[C:19]([C:21]([F:24])([F:23])[F:22])[CH:20]=3)[CH2:12][N:8]2[CH2:1][C:2]2[CH:7]=[CH:6][CH:5]=[CH:4][CH:3]=2)=[O:31])[CH2:42][CH2:41]1)(=[O:39])[C:32]1[CH:37]=[CH:36][CH:35]=[CH:34][CH:33]=1. (3) Given the reactants CN(CC1N(C[C@@H]2CCCNC2)C2C=CC=CC=2N=1)[C@@H]1C2N=CC=CC=2CCC1.[CH3:30][N:31]([CH2:42][C:43]1[N:47]([CH2:48][C@@H:49]2[CH2:54][CH2:53][CH2:52][N:51]([CH2:55][CH2:56][CH:57]([CH3:59])[CH3:58])[CH2:50]2)[C:46]2[CH:60]=[CH:61][CH:62]=[CH:63][C:45]=2[N:44]=1)[C@H:32]1[C:41]2[N:40]=[CH:39][CH:38]=[CH:37][C:36]=2[CH2:35][CH2:34][CH2:33]1, predict the reaction product. The product is: [CH3:30][N:31]([CH2:42][C:43]1[N:47]([CH2:48][C@@H:49]2[CH2:54][CH2:53][CH2:52][N:51]([CH2:55][CH2:56][CH:57]([CH3:59])[CH3:58])[CH2:50]2)[C:46]2[CH:60]=[CH:61][CH:62]=[CH:63][C:45]=2[N:44]=1)[C@@H:32]1[C:41]2[N:40]=[CH:39][CH:38]=[CH:37][C:36]=2[CH2:35][CH2:34][CH2:33]1. (4) Given the reactants [OH-].[Na+].O1CCOCC1.[NH2:9][C@@H:10]1[CH2:15][CH2:14][C@H:13]([C:16]([OH:18])=[O:17])[CH2:12][CH2:11]1.[C:19](O[C:19]([O:21][C:22]([CH3:25])([CH3:24])[CH3:23])=[O:20])([O:21][C:22]([CH3:25])([CH3:24])[CH3:23])=[O:20], predict the reaction product. The product is: [C:22]([O:21][C:19]([NH:9][C@@H:10]1[CH2:15][CH2:14][C@H:13]([C:16]([OH:18])=[O:17])[CH2:12][CH2:11]1)=[O:20])([CH3:25])([CH3:24])[CH3:23]. (5) Given the reactants [CH:1]1([C:4]2[CH:5]=[CH:6][C:7]([C:15]([OH:17])=O)=[N:8][C:9]=2[O:10][CH2:11][CH:12]2[CH2:14][CH2:13]2)[CH2:3][CH2:2]1.[F:18][C:19]([F:29])([F:28])[C@H:20]([NH2:27])[C:21]1[CH:22]=[N:23][CH:24]=[CH:25][CH:26]=1, predict the reaction product. The product is: [CH:1]1([C:4]2[CH:5]=[CH:6][C:7]([C:15]([NH:27][C@H:20]([C:21]3[CH:22]=[N:23][CH:24]=[CH:25][CH:26]=3)[C:19]([F:18])([F:28])[F:29])=[O:17])=[N:8][C:9]=2[O:10][CH2:11][CH:12]2[CH2:13][CH2:14]2)[CH2:2][CH2:3]1.